The task is: Predict the product of the given reaction.. This data is from Forward reaction prediction with 1.9M reactions from USPTO patents (1976-2016). Given the reactants [CH:1]1([CH2:6][C@H:7]([NH:12][C:13](=[O:19])[O:14][C:15]([CH3:18])([CH3:17])[CH3:16])[C:8](=[O:11])[CH:9]=[CH2:10])[CH2:5][CH2:4][CH2:3][CH2:2]1.[OH2:20], predict the reaction product. The product is: [CH:1]1([CH2:6][C@H:7]([NH:12][C:13](=[O:19])[O:14][C:15]([CH3:18])([CH3:17])[CH3:16])[C:8]([C@H:9]2[CH2:10][O:20]2)=[O:11])[CH2:2][CH2:3][CH2:4][CH2:5]1.